Dataset: Peptide-MHC class I binding affinity with 185,985 pairs from IEDB/IMGT. Task: Regression. Given a peptide amino acid sequence and an MHC pseudo amino acid sequence, predict their binding affinity value. This is MHC class I binding data. (1) The peptide sequence is YRVRNVQTL. The MHC is HLA-B15:17 with pseudo-sequence HLA-B15:17. The binding affinity (normalized) is 0.0847. (2) The peptide sequence is GQGGSPTAM. The MHC is HLA-B08:01 with pseudo-sequence HLA-B08:01. The binding affinity (normalized) is 0. (3) The peptide sequence is GLLLLLLLLG. The MHC is HLA-A02:02 with pseudo-sequence HLA-A02:02. The binding affinity (normalized) is 0.434. (4) The peptide sequence is RKAKIIRDY. The MHC is HLA-A68:02 with pseudo-sequence HLA-A68:02. The binding affinity (normalized) is 0. (5) The peptide sequence is NELSLALGL. The MHC is HLA-B40:02 with pseudo-sequence HLA-B40:02. The binding affinity (normalized) is 0.534. (6) The peptide sequence is YCTLYVTVFY. The MHC is Mamu-A02 with pseudo-sequence Mamu-A02. The binding affinity (normalized) is 0.733. (7) The peptide sequence is FQSQNGQFI. The MHC is H-2-Db with pseudo-sequence H-2-Db. The binding affinity (normalized) is 0.722. (8) The peptide sequence is KSRRPLTTF. The MHC is HLA-B27:05 with pseudo-sequence HLA-B27:05. The binding affinity (normalized) is 0.388. (9) The peptide sequence is KPKHLYVSM. The MHC is HLA-A02:16 with pseudo-sequence HLA-A02:16. The binding affinity (normalized) is 0.0847.